From a dataset of Forward reaction prediction with 1.9M reactions from USPTO patents (1976-2016). Predict the product of the given reaction. (1) Given the reactants [N:1]1[C:10]2[C:5](=[CH:6][CH:7]=[C:8]([CH2:11][C:12]([O:14]C)=O)[CH:9]=2)[CH:4]=[CH:3][CH:2]=1.[NH3:16], predict the reaction product. The product is: [N:1]1[C:10]2[C:5](=[CH:6][CH:7]=[C:8]([CH2:11][C:12]([NH2:16])=[O:14])[CH:9]=2)[CH:4]=[CH:3][CH:2]=1. (2) Given the reactants [CH3:1][C:2]([N:10]1[CH:14]=[C:13]([C:15]2[C:16]3[CH:23]=[CH:22][N:21]([CH2:24][O:25][CH2:26][CH2:27][Si:28]([CH3:31])([CH3:30])[CH3:29])[C:17]=3[N:18]=[CH:19][N:20]=2)[CH:12]=[N:11]1)([CH3:9])[CH2:3][C:4](OCC)=[O:5].[H-].C([Al+]CC(C)C)C(C)C, predict the reaction product. The product is: [CH3:9][C:2]([N:10]1[CH:14]=[C:13]([C:15]2[C:16]3[CH:23]=[CH:22][N:21]([CH2:24][O:25][CH2:26][CH2:27][Si:28]([CH3:31])([CH3:29])[CH3:30])[C:17]=3[N:18]=[CH:19][N:20]=2)[CH:12]=[N:11]1)([CH3:1])[CH2:3][CH2:4][OH:5]. (3) Given the reactants [Cl:1][C:2]1[C:3]([F:45])=[C:4]([C@@H:8]2[C@:12]([C:15]3[CH:20]=[CH:19][C:18]([Cl:21])=[CH:17][C:16]=3[F:22])([C:13]#[N:14])[C@H:11]([CH2:23][C:24]([CH3:27])([CH3:26])[CH3:25])[NH:10][C@H:9]2[C:28]([NH:30][C:31]2[CH:39]=[CH:38][C:34]([C:35]([OH:37])=[O:36])=[CH:33][C:32]=2[O:40][C:41]([F:44])([F:43])[F:42])=[O:29])[CH:5]=[CH:6][CH:7]=1.[CH3:46]OCCOC.C=O, predict the reaction product. The product is: [Cl:1][C:2]1[C:3]([F:45])=[C:4]([C@H:8]2[C@H:9]3[N:10]([CH2:46][N:30]([C:31]4[CH:39]=[CH:38][C:34]([C:35]([OH:37])=[O:36])=[CH:33][C:32]=4[O:40][C:41]([F:43])([F:44])[F:42])[C:28]3=[O:29])[C@@H:11]([CH2:23][C:24]([CH3:25])([CH3:26])[CH3:27])[C@@:12]2([C:15]2[CH:20]=[CH:19][C:18]([Cl:21])=[CH:17][C:16]=2[F:22])[C:13]#[N:14])[CH:5]=[CH:6][CH:7]=1.